Dataset: Forward reaction prediction with 1.9M reactions from USPTO patents (1976-2016). Task: Predict the product of the given reaction. (1) Given the reactants Cl[C:2]1[CH:3]=[C:4]([CH:8]=[CH:9][N:10]=1)[C:5]([OH:7])=[O:6].[NH2:11][C:12]1[N:17]=[CH:16][C:15]([C:18]2([C:21]#[N:22])[CH2:20][CH2:19]2)=[CH:14][CH:13]=1.C([O-])([O-])=O.[K+].[K+], predict the reaction product. The product is: [C:21]([C:18]1([C:15]2[CH:14]=[CH:13][C:12]([NH:11][C:2]3[CH:3]=[C:4]([CH:8]=[CH:9][N:10]=3)[C:5]([OH:7])=[O:6])=[N:17][CH:16]=2)[CH2:20][CH2:19]1)#[N:22]. (2) The product is: [C:36]([C:35]1[C:25]([N:23]2[CH2:22][CH:21]([C:19](=[O:20])[NH:18][S:15]([CH2:14][C:13]3[CH:41]=[CH:42][C:10]([CH2:9][OH:8])=[CH:11][CH:12]=3)(=[O:17])=[O:16])[CH2:24]2)=[N:26][C:27]([CH:38]([F:39])[F:40])=[C:28]([CH:34]=1)[C:29]([O:31][CH2:32][CH3:33])=[O:30])#[N:37]. Given the reactants [Si]([O:8][CH2:9][C:10]1[CH:42]=[CH:41][C:13]([CH2:14][S:15]([NH:18][C:19]([CH:21]2[CH2:24][N:23]([C:25]3[C:35]([C:36]#[N:37])=[CH:34][C:28]([C:29]([O:31][CH2:32][CH3:33])=[O:30])=[C:27]([CH:38]([F:40])[F:39])[N:26]=3)[CH2:22]2)=[O:20])(=[O:17])=[O:16])=[CH:12][CH:11]=1)(C(C)(C)C)(C)C, predict the reaction product. (3) Given the reactants [CH3:1][NH:2][CH2:3][CH:4]1[CH2:8][C:7]2[CH:9]=[CH:10][CH:11]=[C:12]([C:13]3[C:18]([Cl:19])=[CH:17][CH:16]=[CH:15][C:14]=3[Cl:20])[C:6]=2[O:5]1.C(N(C(C)C)CC)(C)C.Cl[C:31]([O:33][CH2:34][C:35]1[CH:40]=[CH:39][CH:38]=[CH:37][CH:36]=1)=[O:32].C1(C2C3OC(CNC(=O)OCC4C=CC=CC=4)CC=3C=CC=2)CCCC1, predict the reaction product. The product is: [CH2:34]([O:33][C:31](=[O:32])[N:2]([CH2:3][CH:4]1[CH2:8][C:7]2[CH:9]=[CH:10][CH:11]=[C:12]([C:13]3[C:14]([Cl:20])=[CH:15][CH:16]=[CH:17][C:18]=3[Cl:19])[C:6]=2[O:5]1)[CH3:1])[C:35]1[CH:40]=[CH:39][CH:38]=[CH:37][CH:36]=1. (4) Given the reactants Br[C:2]1[CH:3]=[C:4]([N:22]([CH:24]2[CH2:28][CH2:27][CH2:26][CH2:25]2)[CH3:23])[C:5]([CH3:21])=[C:6]([CH:20]=1)[C:7]([NH:9][CH2:10][C:11]1[C:12](=[O:19])[NH:13][C:14]([CH3:18])=[CH:15][C:16]=1[CH3:17])=[O:8].[CH3:29][N:30]1[CH:34]=[C:33](B(O)O)[CH:32]=[N:31]1.C([O-])([O-])=O.[Na+].[Na+], predict the reaction product. The product is: [CH:24]1([N:22]([CH3:23])[C:4]2[C:5]([CH3:21])=[C:6]([CH:20]=[C:2]([C:33]3[CH:32]=[N:31][N:30]([CH3:29])[CH:34]=3)[CH:3]=2)[C:7]([NH:9][CH2:10][C:11]2[C:12](=[O:19])[NH:13][C:14]([CH3:18])=[CH:15][C:16]=2[CH3:17])=[O:8])[CH2:28][CH2:27][CH2:26][CH2:25]1. (5) Given the reactants [N:1]1([CH2:6][CH2:7][CH2:8][O:9][C:10]2[CH:11]=[C:12]3[CH:18]=[C:17]([C:19]([O-:21])=O)[NH:16][C:13]3=[N:14][CH:15]=2)[CH2:5][CH2:4][CH2:3][CH2:2]1.[Li+].F[B-](F)(F)F.N1(OC(N(C)C)=[N+](C)C)C2C=CC=CC=2N=N1.[F:45][C:46]1[CH:53]=[CH:52][C:49]([CH2:50][NH2:51])=[CH:48][CH:47]=1.C(N(CC)C(C)C)(C)C, predict the reaction product. The product is: [F:45][C:46]1[CH:53]=[CH:52][C:49]([CH2:50][NH:51][C:19]([C:17]2[NH:16][C:13]3=[N:14][CH:15]=[C:10]([O:9][CH2:8][CH2:7][CH2:6][N:1]4[CH2:2][CH2:3][CH2:4][CH2:5]4)[CH:11]=[C:12]3[CH:18]=2)=[O:21])=[CH:48][CH:47]=1. (6) Given the reactants [CH2:1]([O:3][C:4](=[O:30])[CH2:5][C:6]1[N:7]([CH3:29])[C:8]2[C:13]([C:14]=1[S:15][C:16]([CH3:19])([CH3:18])[CH3:17])=[CH:12][C:11]([O:20][CH2:21][C:22]1[CH:27]=[CH:26][C:25]([CH3:28])=[CH:24][N:23]=1)=[CH:10][CH:9]=2)[CH3:2].Br[CH2:32][C:33]1[CH:42]=[CH:41][C:40]2[C:35](=[CH:36][CH:37]=[CH:38][CH:39]=2)[CH:34]=1, predict the reaction product. The product is: [CH2:1]([O:3][C:4](=[O:30])[CH:5]([C:6]1[N:7]([CH3:29])[C:8]2[C:13]([C:14]=1[S:15][C:16]([CH3:19])([CH3:18])[CH3:17])=[CH:12][C:11]([O:20][CH2:21][C:22]1[CH:27]=[CH:26][C:25]([CH3:28])=[CH:24][N:23]=1)=[CH:10][CH:9]=2)[CH2:32][C:33]1[CH:42]=[CH:41][C:40]2[C:35](=[CH:36][CH:37]=[CH:38][CH:39]=2)[CH:34]=1)[CH3:2].